Task: Predict the product of the given reaction.. Dataset: Forward reaction prediction with 1.9M reactions from USPTO patents (1976-2016) (1) Given the reactants [C:1]([OH:12])(=[O:11])[C:2]1[CH:10]=[CH:9][C:5]([C:6]([OH:8])=[O:7])=[CH:4][CH:3]=1.OS(O)(=O)=O.O=S(=O)=O.[CH2:22]=O, predict the reaction product. The product is: [C:6]([C:5]1[CH:9]=[C:10]2[C:2](=[CH:3][CH:4]=1)[C:1](=[O:12])[O:11][CH2:22]2)([OH:8])=[O:7]. (2) Given the reactants [OH:1][CH2:2][CH2:3][C:4]1[O:5][C:6]2[CH:12]=[CH:11][C:10]([C:13]3[CH:20]=[CH:19][C:16]([C:17]#[N:18])=[CH:15][CH:14]=3)=[CH:9][C:7]=2[CH:8]=1.C(N(CC)CC)C.[CH3:28][S:29](Cl)(=[O:31])=[O:30], predict the reaction product. The product is: [CH3:28][S:29]([O:1][CH2:2][CH2:3][C:4]1[O:5][C:6]2[CH:12]=[CH:11][C:10]([C:13]3[CH:20]=[CH:19][C:16]([C:17]#[N:18])=[CH:15][CH:14]=3)=[CH:9][C:7]=2[CH:8]=1)(=[O:31])=[O:30]. (3) Given the reactants [Br:1][C:2]1[CH:7]=[CH:6][C:5](I)=[CH:4][CH:3]=1.[C:9]([O:13][C:14](=[O:23])[NH:15][CH2:16][CH:17]1[CH2:22][CH2:21][NH:20][CH2:19][CH2:18]1)([CH3:12])([CH3:11])[CH3:10].C([O-])([O-])=O.[Cs+].[Cs+], predict the reaction product. The product is: [C:9]([O:13][C:14](=[O:23])[NH:15][CH2:16][CH:17]1[CH2:18][CH2:19][N:20]([C:5]2[CH:6]=[CH:7][C:2]([Br:1])=[CH:3][CH:4]=2)[CH2:21][CH2:22]1)([CH3:12])([CH3:10])[CH3:11]. (4) The product is: [F:32][C:33]1[CH:34]=[C:35]2[C:39]([NH:38][CH:37]=[C:36]2[CH2:3][C@@H:2]([C:5]([OH:7])=[O:6])[NH2:1])=[CH:40][CH:41]=1. Given the reactants [NH2:1][C@H:2]([C:5]([OH:7])=[O:6])[CH2:3]O.S([O-])([O-])=O.[Na+].[Na+].CC1C(O)=C(C=O)C(COP(O)(O)=O)=CN=1.[OH-].[K+].[F:32][C:33]1[CH:34]=[C:35]2[C:39](=[CH:40][CH:41]=1)[NH:38][CH:37]=[CH:36]2, predict the reaction product.